This data is from Full USPTO retrosynthesis dataset with 1.9M reactions from patents (1976-2016). The task is: Predict the reactants needed to synthesize the given product. (1) The reactants are: [N:1]1([CH2:6][C:7]2[CH:23]=[CH:22][C:10]([CH2:11][N:12]3[CH:21]=[C:15]4[C:16](Cl)=[N:17][CH:18]=[CH:19][C:14]4=[N:13]3)=[CH:9][CH:8]=2)[CH:5]=[CH:4][CH:3]=[N:2]1.[NH2:24][CH2:25][C:26]1[CH:27]=[C:28]2[C:33](=[CH:34][CH:35]=1)[C:32]([NH2:36])=[N:31][CH:30]=[CH:29]2. Given the product [N:1]1([CH2:6][C:7]2[CH:23]=[CH:22][C:10]([CH2:11][N:12]3[CH:21]=[C:15]4[C:16]([NH:24][CH2:25][C:26]5[CH:27]=[C:28]6[C:33](=[CH:34][CH:35]=5)[C:32]([NH2:36])=[N:31][CH:30]=[CH:29]6)=[N:17][CH:18]=[CH:19][C:14]4=[N:13]3)=[CH:9][CH:8]=2)[CH:5]=[CH:4][CH:3]=[N:2]1, predict the reactants needed to synthesize it. (2) The reactants are: [Br:1][C:2]1[S:6][C:5]2=[C:7]([CH2:10][OH:11])[N:8]=[CH:9][N:4]2[CH:3]=1. Given the product [Br:1][C:2]1[S:6][C:5]2=[C:7]([CH:10]=[O:11])[N:8]=[CH:9][N:4]2[CH:3]=1, predict the reactants needed to synthesize it.